From a dataset of Full USPTO retrosynthesis dataset with 1.9M reactions from patents (1976-2016). Predict the reactants needed to synthesize the given product. (1) Given the product [F:1][C:2]1[CH:3]=[C:4]([CH:5]=[CH:6][C:7]=1[O:8][C:9]1[CH:14]=[CH:13][C:12]([F:15])=[CH:11][CH:10]=1)[CH2:16][O:17][C:19]1[CH:29]=[C:23]2[N:24]([CH3:28])[CH2:25][CH2:26][CH2:27][N:22]2[C:21](=[O:30])[N:20]=1, predict the reactants needed to synthesize it. The reactants are: [F:1][C:2]1[CH:3]=[C:4]([CH2:16][OH:17])[CH:5]=[CH:6][C:7]=1[O:8][C:9]1[CH:14]=[CH:13][C:12]([F:15])=[CH:11][CH:10]=1.Cl[C:19]1[CH:29]=[C:23]2[N:24]([CH3:28])[CH2:25][CH2:26][CH2:27][N:22]2[C:21](=[O:30])[N:20]=1. (2) The reactants are: [K+].[CH2:2]([N:9]([CH3:14])[CH2:10][C:11]([O-:13])=[O:12])[C:3]1[CH:8]=[CH:7][CH:6]=[CH:5][CH:4]=1.[Br:15][CH2:16][CH2:17]O.Cl.CN(C)CCCN=C=NCC.N1C=CC=CC=1. Given the product [Br:15][CH2:16][CH2:17][O:12][C:11](=[O:13])[CH2:10][N:9]([CH2:2][C:3]1[CH:8]=[CH:7][CH:6]=[CH:5][CH:4]=1)[CH3:14], predict the reactants needed to synthesize it. (3) Given the product [CH3:1][O:2][C:3](=[O:33])[CH:4]([NH:25][C:26]([O:28][C:29]([CH3:31])([CH3:30])[CH3:32])=[O:27])[CH2:5][C:6]1[CH:11]=[CH:10][C:9]([O:12][CH2:13][C:14]2[CH:19]=[CH:18][CH:17]=[CH:16][CH:15]=2)=[CH:8][C:7]=1[CH2:20][OH:21], predict the reactants needed to synthesize it. The reactants are: [CH3:1][O:2][C:3](=[O:33])[CH:4]([NH:25][C:26]([O:28][C:29]([CH3:32])([CH3:31])[CH3:30])=[O:27])[CH2:5][C:6]1[CH:11]=[CH:10][C:9]([O:12][CH2:13][C:14]2[CH:19]=[CH:18][CH:17]=[CH:16][CH:15]=2)=[CH:8][C:7]=1[CH2:20][O:21]C(=O)C.C(=O)([O-])[O-].[K+].[K+]. (4) Given the product [CH:32]1([NH:37][C:38]2[C:43]([C:29]3[CH:28]=[C:27]([O:30][CH3:31])[N:26]=[N:25][C:24]=3[O:23][CH3:22])=[CH:42][N:41]=[C:40]([NH2:45])[N:39]=2)[CH2:33][CH2:34][CH2:35][CH2:36]1, predict the reactants needed to synthesize it. The reactants are: C([Li])CCC.C(#N)C.C(=O)=O.CC1(C)CCCC(C)(C)N1.[CH3:22][O:23][C:24]1[N:25]=[N:26][C:27]([O:30][CH3:31])=[CH:28][CH:29]=1.[CH:32]1([NH:37][C:38]2[C:43](I)=[CH:42][N:41]=[C:40]([NH2:45])[N:39]=2)[CH2:36][CH2:35][CH2:34][CH2:33]1.[NH4+].[Cl-]. (5) Given the product [F:12][C:13]1[CH:18]=[C:17]([NH:1][C:2]2[CH:3]=[CH:4][C:5]([C:6]([O:8][CH3:9])=[O:7])=[CH:10][CH:11]=2)[CH:16]=[CH:15][CH:14]=1, predict the reactants needed to synthesize it. The reactants are: [NH2:1][C:2]1[CH:11]=[CH:10][C:5]([C:6]([O:8][CH3:9])=[O:7])=[CH:4][CH:3]=1.[F:12][C:13]1[CH:14]=[C:15](B(O)O)[CH:16]=[CH:17][CH:18]=1.N1C=CC=CC=1. (6) Given the product [C:64]1([P:63](=[O:8])([C:60]2[CH:59]=[CH:58][CH:57]=[CH:62][CH:61]=2)[C:70]2[CH:75]=[CH:74][CH:73]=[CH:72][CH:71]=2)[CH:69]=[CH:68][CH:67]=[CH:66][CH:65]=1, predict the reactants needed to synthesize it. The reactants are: ClC1C(C)=C(C2C3C(O[C@@H](CC4C=CC=CC=4OC4CCCCO4)C(OCC)=O)=NC=NC=3SC=2C2C=CC(F)=CC=2)C=CC=1[OH:8].CN1CCN(CCO)CC1.[CH:57]1[CH:62]=[CH:61][C:60]([P:63]([C:70]2[CH:75]=[CH:74][CH:73]=[CH:72][CH:71]=2)[C:64]2[CH:69]=[CH:68][CH:67]=[CH:66][CH:65]=2)=[CH:59][CH:58]=1.N(C(OC(C)(C)C)=O)=NC(OC(C)(C)C)=O. (7) The reactants are: [F:1][C:2]1[CH:7]=[CH:6][C:5]([CH:8]2[CH2:12][N:11]([S:13]([C:16]3[N:17]=[CH:18][N:19]([CH3:21])[CH:20]=3)(=[O:15])=[O:14])[CH2:10][C:9]2=O)=[CH:4][CH:3]=1.[CH2:23]([Mg]Br)[C:24]1[CH:29]=[CH:28][CH:27]=[CH:26][CH:25]=1. Given the product [CH2:23]([CH:9]1[CH:8]([C:5]2[CH:6]=[CH:7][C:2]([F:1])=[CH:3][CH:4]=2)[CH2:12][N:11]([S:13]([C:16]2[N:17]=[CH:18][N:19]([CH3:21])[CH:20]=2)(=[O:15])=[O:14])[CH2:10]1)[C:24]1[CH:29]=[CH:28][CH:27]=[CH:26][CH:25]=1, predict the reactants needed to synthesize it. (8) The reactants are: [Cl:1][C:2]1[CH:7]=[CH:6][N:5]=[C:4]([N:8]2[CH2:13][CH2:12][N:11](C(OC(C)(C)C)=O)[CH2:10][CH2:9]2)[N:3]=1.[F:21][C:22]1[CH:23]=[C:24](B(O)O)[CH:25]=[CH:26][CH:27]=1. Given the product [ClH:1].[ClH:1].[F:21][C:22]1[CH:27]=[C:26]([C:2]2[CH:7]=[CH:6][N:5]=[C:4]([N:8]3[CH2:9][CH2:10][NH:11][CH2:12][CH2:13]3)[N:3]=2)[CH:25]=[CH:24][CH:23]=1, predict the reactants needed to synthesize it. (9) Given the product [N:1]1[C:2]([CH:10]=[N:17][C:16]2[CH:18]=[CH:19][CH:20]=[C:14]([O:13][CH3:12])[CH:15]=2)=[CH:3][N:4]2[C:9]=1[CH:8]=[CH:7][CH:6]=[N:5]2, predict the reactants needed to synthesize it. The reactants are: [N:1]1[C:2]([CH:10]=O)=[CH:3][N:4]2[C:9]=1[CH:8]=[CH:7][CH:6]=[N:5]2.[CH3:12][O:13][C:14]1[CH:15]=[C:16]([CH:18]=[CH:19][CH:20]=1)[NH2:17].